The task is: Predict which catalyst facilitates the given reaction.. This data is from Catalyst prediction with 721,799 reactions and 888 catalyst types from USPTO. (1) Reactant: [Cl:1][C:2]1[CH:7]=[CH:6][CH:5]=[C:4]([Cl:8])[C:3]=1[C:9]1[C:13]([CH2:14][O:15][C:16]2[N:21]=[C:20]([C:22]([F:25])([F:24])[F:23])[C:19]([NH2:26])=[CH:18][CH:17]=2)=[C:12]([CH:27]([CH3:29])[CH3:28])[O:11][N:10]=1.C(N(CC)CC)C.[CH3:37][O:38][C:39](=[O:49])[C:40]1[CH:45]=[CH:44][CH:43]=[C:42]([C:46](Cl)=[O:47])[CH:41]=1. Product: [CH3:37][O:38][C:39](=[O:49])[C:40]1[CH:45]=[CH:44][CH:43]=[C:42]([C:46]([NH:26][C:19]2[C:20]([C:22]([F:25])([F:23])[F:24])=[N:21][C:16]([O:15][CH2:14][C:13]3[C:9]([C:3]4[C:2]([Cl:1])=[CH:7][CH:6]=[CH:5][C:4]=4[Cl:8])=[N:10][O:11][C:12]=3[CH:27]([CH3:29])[CH3:28])=[CH:17][CH:18]=2)=[O:47])[CH:41]=1. The catalyst class is: 2. (2) Reactant: [C:1]([O:5][C:6]([N:8]1[CH2:13][CH:12]=[C:11]([C:14]2[CH:19]=[CH:18][C:17]([NH2:20])=[CH:16][CH:15]=2)[CH2:10][CH2:9]1)=[O:7])([CH3:4])([CH3:3])[CH3:2].[OH-].[Na+].[C:23](Cl)([O:25][CH2:26][C:27]1[CH:32]=[CH:31][CH:30]=[CH:29][CH:28]=1)=[O:24]. Product: [C:1]([O:5][C:6]([N:8]1[CH2:9][CH:10]=[C:11]([C:14]2[CH:19]=[CH:18][C:17]([NH:20][C:23]([O:25][CH2:26][C:27]3[CH:32]=[CH:31][CH:30]=[CH:29][CH:28]=3)=[O:24])=[CH:16][CH:15]=2)[CH2:12][CH2:13]1)=[O:7])([CH3:4])([CH3:2])[CH3:3]. The catalyst class is: 93.